Task: Predict the reaction yield, written as a fraction of the theoretical maximum amount of product (1.0 means a 100% yield; for example, 0.34 means a 34% yield).. Dataset: Reaction yield outcomes from USPTO patents with 853,638 reactions (1) The reactants are [CH3:1][O:2][C:3]1[CH:4]=[N:5][CH:6]=[C:7]([CH:11]=1)[C:8](Cl)=[O:9].Cl.CO[C:15]1[CH:16]=[N:17][CH:18]=[C:19]([CH:23]=1)C(O)=O.C([N:26]([CH2:29]C)CC)C.C[N:32](C)C=O. The product is [N:17]1[CH:16]=[CH:15][CH:23]=[CH:19][C:18]=1[C:29]1[N:26]=[C:8]([C:7]2[CH:6]=[N:5][CH:4]=[C:3]([O:2][CH3:1])[CH:11]=2)[O:9][N:32]=1. The catalyst is ClCCl. The yield is 0.170. (2) The reactants are [N:1]1[C:10]2[C:5](=[CH:6][CH:7]=[CH:8][CH:9]=2)[CH:4]=[CH:3][C:2]=1[CH2:11][O:12][C:13]1[CH:18]=[CH:17][C:16]([CH2:19][C:20]([OH:22])=O)=[CH:15][CH:14]=1.O=S(Cl)[Cl:25]. The catalyst is C(Cl)(Cl)Cl. The product is [N:1]1[C:10]2[C:5](=[CH:6][CH:7]=[CH:8][CH:9]=2)[CH:4]=[CH:3][C:2]=1[CH2:11][O:12][C:13]1[CH:18]=[CH:17][C:16]([CH2:19][C:20]([Cl:25])=[O:22])=[CH:15][CH:14]=1. The yield is 0.950. (3) The reactants are Cl[C:2]1[N:10]=[C:9]2[C:5]([NH:6][CH:7]=[N:8]2)=[C:4]([NH2:11])[N:3]=1.CC([O-])(C)C.[K+].[CH2:18]([OH:22])[CH2:19][CH2:20][CH3:21]. No catalyst specified. The product is [CH2:18]([O:22][C:2]1[N:10]=[C:9]2[C:5]([N:6]=[CH:7][NH:8]2)=[C:4]([NH2:11])[N:3]=1)[CH2:19][CH2:20][CH3:21]. The yield is 0.700. (4) The reactants are [CH2:1]([N:8]1[CH2:15][CH:14]([OH:16])[CH2:13][N:12]([S:17]([C:20]2[CH:25]=[CH:24][CH:23]=[CH:22][CH:21]=2)(=[O:19])=[O:18])[CH2:11][CH:10](O)[CH2:9]1)[C:2]1[CH:7]=[CH:6][CH:5]=[CH:4][CH:3]=1.O.S(=O)(=O)(O)O.N. The catalyst is ClC1C=CC=CC=1.CCO. The product is [CH2:1]([N:8]1[CH2:9][CH:10]2[O:16][CH:14]([CH2:13][N:12]([S:17]([C:20]3[CH:21]=[CH:22][CH:23]=[CH:24][CH:25]=3)(=[O:18])=[O:19])[CH2:11]2)[CH2:15]1)[C:2]1[CH:3]=[CH:4][CH:5]=[CH:6][CH:7]=1. The yield is 0.0900. (5) The reactants are [N+:1]([C:4]1[CH:12]=[CH:11][C:7]([C:8](Cl)=[O:9])=[CH:6][CH:5]=1)([O-:3])=[O:2].[C:13]1([N:19]2[CH2:24][CH2:23][NH:22][CH2:21][CH2:20]2)[CH:18]=[CH:17][CH:16]=[CH:15][CH:14]=1.C(N(CC)CC)C.C(OCC)(=O)C. The catalyst is O1CCOCC1. The product is [N+:1]([C:4]1[CH:12]=[CH:11][C:7]([C:8]([N:22]2[CH2:23][CH2:24][N:19]([C:13]3[CH:18]=[CH:17][CH:16]=[CH:15][CH:14]=3)[CH2:20][CH2:21]2)=[O:9])=[CH:6][CH:5]=1)([O-:3])=[O:2]. The yield is 0.620. (6) The reactants are [O:1]=[C:2]1[NH:7][CH:6]=[N:5][C:4]2[O:8][C:9]([C:17]3[CH:22]=[CH:21][C:20]([C:23]4([NH:27][C:28](=[O:34])[O:29][C:30]([CH3:33])([CH3:32])[CH3:31])[CH2:26][CH2:25][CH2:24]4)=[CH:19][CH:18]=3)=[C:10]([C:11]3[CH:16]=[CH:15][CH:14]=[CH:13][CH:12]=3)[C:3]1=2.C([O-])([O-])=O.[Cs+].[Cs+].[F:41][CH:42]([F:45])[CH2:43]I. The catalyst is CN(C=O)C.CCOC(C)=O.[Cl-].[Na+].O. The product is [F:41][CH:42]([F:45])[CH2:43][N:7]1[C:2](=[O:1])[C:3]2[C:10]([C:11]3[CH:12]=[CH:13][CH:14]=[CH:15][CH:16]=3)=[C:9]([C:17]3[CH:22]=[CH:21][C:20]([C:23]4([NH:27][C:28](=[O:34])[O:29][C:30]([CH3:31])([CH3:33])[CH3:32])[CH2:24][CH2:25][CH2:26]4)=[CH:19][CH:18]=3)[O:8][C:4]=2[N:5]=[CH:6]1. The yield is 0.540. (7) The reactants are [H-].[Na+].[CH3:3][C:4]1[C:5](=[O:10])[NH:6][CH:7]=[CH:8][CH:9]=1.Br[CH2:12][CH2:13][CH2:14][NH:15][C:16](=[O:22])[O:17][C:18]([CH3:21])([CH3:20])[CH3:19]. The yield is 0.140. The product is [C:18]([O:17][C:16](=[O:22])[NH:15][CH2:14][CH2:13][CH2:12][N:6]1[CH:7]=[CH:8][CH:9]=[C:4]([CH3:3])[C:5]1=[O:10])([CH3:21])([CH3:20])[CH3:19]. The catalyst is C1COCC1.